Task: Predict which catalyst facilitates the given reaction.. Dataset: Catalyst prediction with 721,799 reactions and 888 catalyst types from USPTO (1) Reactant: [NH2:1][C:2]1[C:3](=[O:15])[N:4]([CH2:12][C:13]#[CH:14])[C:5](=[O:11])[N:6]([CH2:9][CH3:10])[C:7]=1[NH2:8].[CH3:16][O:17][C:18]1[CH:19]=[C:20]([C:26]#[C:27][C:28](O)=[O:29])[CH:21]=[CH:22][C:23]=1[O:24][CH3:25].C(Cl)CCl.Cl.CN(C)CCCN=C=NCC. Product: [NH2:8][C:7]1[N:6]([CH2:9][CH3:10])[C:5](=[O:11])[N:4]([CH2:12][C:13]#[CH:14])[C:3](=[O:15])[C:2]=1[NH:1][C:28](=[O:29])[C:27]#[C:26][C:20]1[CH:21]=[CH:22][C:23]([O:24][CH3:25])=[C:18]([O:17][CH3:16])[CH:19]=1. The catalyst class is: 5. (2) Reactant: [CH2:1]([CH:3]([CH2:25][CH2:26][CH2:27][CH3:28])[CH2:4][C:5]([CH2:17][CH:18]([CH2:23][CH3:24])[CH2:19][CH2:20][CH2:21][CH3:22])([C:14]([O-:16])=[O:15])[CH:6]([S:10]([OH:13])(=[O:12])=[O:11])[C:7]([O-:9])=[O:8])[CH3:2].[Na+].[Na+].O.[Cl-].[CH2:33]([N+:40]([CH3:58])([CH3:57])[CH2:41][CH2:42][CH2:43][CH2:44][CH2:45][CH2:46][CH2:47][CH2:48][CH2:49][CH2:50][CH2:51][CH2:52][CH2:53][CH2:54][CH2:55][CH3:56])[C:34]1[CH:39]=[CH:38][CH:37]=[CH:36][CH:35]=1. Product: [CH2:1]([CH:3]([CH2:25][CH2:26][CH2:27][CH3:28])[CH2:4][C:5]([CH2:17][CH:18]([CH2:23][CH3:24])[CH2:19][CH2:20][CH2:21][CH3:22])([C:14]([O-:16])=[O:15])[CH:6]([S:10]([OH:13])(=[O:11])=[O:12])[C:7]([O-:9])=[O:8])[CH3:2].[CH2:33]([N+:40]([CH3:57])([CH3:58])[CH2:41][CH2:42][CH2:43][CH2:44][CH2:45][CH2:46][CH2:47][CH2:48][CH2:49][CH2:50][CH2:51][CH2:52][CH2:53][CH2:54][CH2:55][CH3:56])[C:34]1[CH:39]=[CH:38][CH:37]=[CH:36][CH:35]=1.[CH2:33]([N+:40]([CH2:41][CH2:42][CH2:43][CH2:44][CH2:45][CH2:46][CH2:47][CH2:48][CH2:49][CH2:50][CH2:51][CH2:52][CH2:53][CH2:54][CH2:55][CH3:56])([CH3:57])[CH3:58])[C:34]1[CH:39]=[CH:38][CH:37]=[CH:36][CH:35]=1. The catalyst class is: 13. (3) Reactant: [CH3:1][O:2][C:3]([CH:5]1[CH2:10][CH2:9][N:8]([CH2:11][C:12]2[CH:17]=[CH:16][CH:15]=[CH:14][CH:13]=2)[CH2:7][CH2:6]1)=[O:4].C[Si](C)(C)[N-][Si](C)(C)C.[Li+].[Cl:28][C:29]1[CH:45]=[CH:44][C:32]([O:33][C:34]2[CH:39]=[CH:38][C:37]([S:40](F)(=[O:42])=[O:41])=[CH:36][CH:35]=2)=[CH:31][CH:30]=1. Product: [CH3:1][O:2][C:3]([C:5]1([S:40]([C:37]2[CH:38]=[CH:39][C:34]([O:33][C:32]3[CH:44]=[CH:45][C:29]([Cl:28])=[CH:30][CH:31]=3)=[CH:35][CH:36]=2)(=[O:41])=[O:42])[CH2:6][CH2:7][N:8]([CH2:11][C:12]2[CH:13]=[CH:14][CH:15]=[CH:16][CH:17]=2)[CH2:9][CH2:10]1)=[O:4]. The catalyst class is: 7. (4) Reactant: [CH3:1][NH:2][C@H:3]([C:12]([OH:14])=[O:13])[C:4]([C:7]1[S:8][CH:9]=[CH:10][CH:11]=1)([CH3:6])[CH3:5].Cl.[CH3:16]/[C:17](=[CH:23]\[C@@H:24]([N:28]([CH3:37])[C:29](=[O:36])[C@H:30]([C:32]([CH3:35])([CH3:34])[CH3:33])[NH2:31])[CH:25]([CH3:27])[CH3:26])/[C:18]([O:20][CH2:21][CH3:22])=[O:19].Cl.CN(C)CCCN=C=NCC.CN1CCOCC1. Product: [CH3:1][NH:2][C@H:3]([C:12]([NH:31][C@H:30]([C:29]([N:28]([C@@H:24]([CH:25]([CH3:26])[CH3:27])/[CH:23]=[C:17](\[CH3:16])/[C:18]([O:20][CH2:21][CH3:22])=[O:19])[CH3:37])=[O:36])[C:32]([CH3:34])([CH3:35])[CH3:33])=[O:14])[C:4]([C:7]1[S:8][CH:9]=[CH:10][CH:11]=1)([CH3:5])[CH3:6].[CH3:1][NH:2][C@@H:3]([C:12]([NH:31][C@H:30]([C:29]([N:28]([C@@H:24]([CH:25]([CH3:27])[CH3:26])/[CH:23]=[C:17](\[CH3:16])/[C:18]([O:20][CH2:21][CH3:22])=[O:19])[CH3:37])=[O:36])[C:32]([CH3:34])([CH3:33])[CH3:35])=[O:13])[C:4]([C:7]1[S:8][CH:9]=[CH:10][CH:11]=1)([CH3:6])[CH3:5]. The catalyst class is: 9. (5) Reactant: [CH3:1][C:2](=[N:4][NH:5][C:6]([O:8][C:9]([CH3:12])([CH3:11])[CH3:10])=[O:7])[CH3:3].[BH3-]C#N.[Na+].CC1C(Br)=C(O)C(Br)=CC=1C1(C2C=C(Br)C(O)=C(Br)C=2C)OS(=O)(=O)C2C=CC=CC1=2.C1(C)C=CC(S(O)(=O)=O)=CC=1.[OH-].[Na+]. Product: [CH:2]([NH:4][NH:5][C:6]([O:8][C:9]([CH3:11])([CH3:10])[CH3:12])=[O:7])([CH3:3])[CH3:1]. The catalyst class is: 1. (6) Reactant: [N:1]([C:4]1[CH:9]=[CH:8][CH:7]=[CH:6][CH:5]=1)=[C:2]=[O:3].[CH3:10][O:11][C:12]1[CH:30]=[C:29]([O:31][CH2:32][C:33]2[C:34]([CH3:45])=[C:35]([C:39]3[CH:44]=[CH:43][CH:42]=[CH:41][CH:40]=3)[CH:36]=[CH:37][CH:38]=2)[CH:28]=[C:27]([O:46][CH3:47])[C:13]=1[CH2:14][N:15]([CH3:26])[CH2:16][CH2:17][NH:18]C(=O)OC(C)(C)C.COC1C=C(OCC2C(C)=C(C3C=CC=CC=3)C=CC=2)C=C(OC)C=1CN(C)CCN.C(O)(C(F)(F)F)=O.CCN(C(C)C)C(C)C. Product: [CH3:47][O:46][C:27]1[CH:28]=[C:29]([O:31][CH2:32][C:33]2[C:34]([CH3:45])=[C:35]([C:39]3[CH:44]=[CH:43][CH:42]=[CH:41][CH:40]=3)[CH:36]=[CH:37][CH:38]=2)[CH:30]=[C:12]([O:11][CH3:10])[C:13]=1[CH2:14][N:15]([CH3:26])[CH2:16][CH2:17][NH:18][C:2]([NH:1][C:4]1[CH:9]=[CH:8][CH:7]=[CH:6][CH:5]=1)=[O:3]. The catalyst class is: 4.